This data is from Forward reaction prediction with 1.9M reactions from USPTO patents (1976-2016). The task is: Predict the product of the given reaction. (1) Given the reactants [NH2:1][C:2]1[CH:7]=[CH:6][CH:5]=[C:4]([NH2:8])[N:3]=1.F[C:10]1[CH:15]=[CH:14][C:13]([N+:16]([O-:18])=[O:17])=[CH:12][CH:11]=1.[H-].[Na+].[NH4+].[Cl-], predict the reaction product. The product is: [N+:16]([C:13]1[CH:14]=[CH:15][C:10]([NH:1][C:2]2[CH:7]=[CH:6][CH:5]=[C:4]([NH2:8])[N:3]=2)=[CH:11][CH:12]=1)([O-:18])=[O:17]. (2) Given the reactants Cl[C:2]1[N:7]=[C:6](Cl)[CH:5]=[C:4]([CH3:9])[N:3]=1.[Cl:10][C:11]1[CH:17]=[CH:16][C:14]([NH2:15])=[CH:13][CH:12]=1.[CH3:18][C:19]1[CH:23]=[C:22]([CH3:24])[NH:21][N:20]=1, predict the reaction product. The product is: [Cl:10][C:11]1[CH:17]=[CH:16][C:14]([NH:15][C:6]2[CH:5]=[C:4]([CH3:9])[N:3]=[C:2]([N:20]3[C:19]([CH3:18])=[CH:23][C:22]([CH3:24])=[N:21]3)[N:7]=2)=[CH:13][CH:12]=1. (3) Given the reactants C1C=C(Cl)C=C(C(OO)=[O:9])C=1.[F:12][C:13]1[CH:14]=[C:15]([C@@H:21]2[CH:30]=[CH:29][CH2:28][C@@H:27]3[N:22]2[C:23](=[O:31])[CH2:24][CH2:25][CH2:26]3)[CH:16]=[C:17]([F:20])[C:18]=1[F:19].O.C(OCC)(=[O:35])C, predict the reaction product. The product is: [F:20][C:17]1[CH:16]=[C:15]([C@H:21]2[N:22]3[C@H:27]([CH2:26][CH2:25][CH2:24][C:23]3=[O:31])[CH2:28][C@@H:29]3[O:9][C@H:30]23)[CH:14]=[C:13]([F:12])[C:18]=1[F:19].[F:20][C:17]1[CH:16]=[C:15]([C@H:21]2[N:22]3[C@H:27]([CH2:26][CH2:25][CH2:24][C:23]3=[O:31])[CH2:28][C@H:29]3[O:35][C@@H:30]23)[CH:14]=[C:13]([F:12])[C:18]=1[F:19].